Dataset: Catalyst prediction with 721,799 reactions and 888 catalyst types from USPTO. Task: Predict which catalyst facilitates the given reaction. (1) Reactant: [CH3:1][S:2]([NH:5][CH2:6][C:7]1[CH:12]=[CH:11][C:10]([NH:13][C:14](=[O:22])OC2C=CC=CC=2)=[CH:9][CH:8]=1)(=[O:4])=[O:3].[C:23]1([CH3:41])[CH:28]=[CH:27][CH:26]=[C:25]([C:29]2[C:34]([CH2:35][NH2:36])=[CH:33][CH:32]=[C:31]([C:37]([F:40])([F:39])[F:38])[N:30]=2)[CH:24]=1. Product: [C:23]1([CH3:41])[CH:28]=[CH:27][CH:26]=[C:25]([C:29]2[C:34]([CH2:35][NH:36][C:14](=[O:22])[NH:13][C:10]3[CH:9]=[CH:8][C:7]([CH2:6][NH:5][S:2]([CH3:1])(=[O:3])=[O:4])=[CH:12][CH:11]=3)=[CH:33][CH:32]=[C:31]([C:37]([F:39])([F:38])[F:40])[N:30]=2)[CH:24]=1. The catalyst class is: 277. (2) Reactant: [F:1][C:2]1[CH:33]=[CH:32][C:5]([CH2:6][C:7]2[CH:8]=[C:9]([CH:27]=[CH:28][C:29]=2[O:30][CH3:31])[CH2:10][C:11]2[C:16]([CH3:17])=[CH:15][C:14]([NH:18]C(=O)OC(C)(C)C)=[CH:13][C:12]=2[CH3:26])=[CH:4][CH:3]=1. Product: [F:1][C:2]1[CH:33]=[CH:32][C:5]([CH2:6][C:7]2[CH:8]=[C:9]([CH:27]=[CH:28][C:29]=2[O:30][CH3:31])[CH2:10][C:11]2[C:12]([CH3:26])=[CH:13][C:14]([NH2:18])=[CH:15][C:16]=2[CH3:17])=[CH:4][CH:3]=1. The catalyst class is: 330. (3) Reactant: [Br:1][CH2:2][CH2:3][N:4]([CH2:20][CH2:21][OH:22])[C:5]1[C:6]([N+:17]([O-:19])=[O:18])=[CH:7][C:8]([N+:14]([O-:16])=[O:15])=[C:9]([CH:13]=1)[C:10]([NH2:12])=[O:11].[CH3:23][S:24](Cl)(=[O:26])=[O:25]. Product: [CH3:23][S:24]([O:22][CH2:21][CH2:20][N:4]([CH2:3][CH2:2][Br:1])[C:5]1[CH:13]=[C:9]([C:10]([NH2:12])=[O:11])[C:8]([N+:14]([O-:16])=[O:15])=[CH:7][C:6]=1[N+:17]([O-:19])=[O:18])(=[O:26])=[O:25]. The catalyst class is: 20. (4) Reactant: [CH3:1][CH2:2][O:3][C:4]([C:6]1[NH:7][C:8]2[C:13]([CH:14]=1)=[CH:12][C:11]([C:15]([OH:17])=O)=[CH:10][CH:9]=2)=[O:5].[N:18]1([C:25]([O:27][C:28]([CH3:31])([CH3:30])[CH3:29])=[O:26])[CH2:24][CH2:23][CH2:22][NH:21][CH2:20][CH2:19]1.ON1C2C=CC=CC=2N=N1.Cl.CN(C)CCCN=C=NCC. Product: [CH2:2]([O:3][C:4]([C:6]1[NH:7][C:8]2[C:13]([CH:14]=1)=[CH:12][C:11]([C:15]([N:21]1[CH2:22][CH2:23][CH2:24][N:18]([C:25]([O:27][C:28]([CH3:31])([CH3:30])[CH3:29])=[O:26])[CH2:19][CH2:20]1)=[O:17])=[CH:10][CH:9]=2)=[O:5])[CH3:1]. The catalyst class is: 3.